From a dataset of Reaction yield outcomes from USPTO patents with 853,638 reactions. Predict the reaction yield, written as a fraction of the theoretical maximum amount of product (1.0 means a 100% yield; for example, 0.34 means a 34% yield). (1) The reactants are [C:1]([C:3]1[C:4]2[N:5]([CH:21]=[N:22][N:23]=2)[CH:6]=[CH:7][C:8]=1[N:9]1[CH2:14][CH2:13][CH:12]([C:15]2[CH:20]=[CH:19][CH:18]=[CH:17][CH:16]=2)[CH2:11][CH2:10]1)#[N:2].O(Cl)Cl.[P+5].CN([CH:31]=[O:32])C. No catalyst specified. The product is [C:1]([C:3]1[C:4]2[N:5]([C:21]([CH:31]=[O:32])=[N:22][N:23]=2)[CH:6]=[CH:7][C:8]=1[N:9]1[CH2:14][CH2:13][CH:12]([C:15]2[CH:16]=[CH:17][CH:18]=[CH:19][CH:20]=2)[CH2:11][CH2:10]1)#[N:2]. The yield is 0.260. (2) The reactants are [F:1][CH:2]([F:17])[CH:3]1[C:12]2[C:7](=[CH:8][CH:9]=[CH:10][CH:11]=2)[N:6]([CH2:13][C:14]([NH2:16])=O)[CH2:5][CH2:4]1.CSC.B. The catalyst is C1COCC1. The product is [F:17][CH:2]([F:1])[CH:3]1[C:12]2[C:7](=[CH:8][CH:9]=[CH:10][CH:11]=2)[N:6]([CH2:13][CH2:14][NH2:16])[CH2:5][CH2:4]1. The yield is 0.570.